From a dataset of Human liver microsome stability data. Regression/Classification. Given a drug SMILES string, predict its absorption, distribution, metabolism, or excretion properties. Task type varies by dataset: regression for continuous measurements (e.g., permeability, clearance, half-life) or binary classification for categorical outcomes (e.g., BBB penetration, CYP inhibition). Dataset: hlm. The compound is CC(C)Oc1nc(-c2ccc(NC(=O)Nc3ccc(C(=O)N(C)CCN(C)C)cc3)cc2)nc(N2CCOCC2)n1. The result is 0 (unstable in human liver microsomes).